From a dataset of Catalyst prediction with 721,799 reactions and 888 catalyst types from USPTO. Predict which catalyst facilitates the given reaction. Product: [C:12]([C:8]1[N:7]=[C:6]2[C:11]([C:2]([OH:1])=[C:3]([C:20]([NH:22][CH2:23][C:24]([OH:26])=[O:25])=[O:21])[C:4](=[O:19])[N:5]2[CH3:18])=[CH:10][CH:9]=1)#[CH:13]. Reactant: [OH:1][C:2]1[C:11]2[C:6](=[N:7][C:8]([C:12]#[C:13][Si](C)(C)C)=[CH:9][CH:10]=2)[N:5]([CH3:18])[C:4](=[O:19])[C:3]=1[C:20]([NH:22][CH2:23][C:24]([OH:26])=[O:25])=[O:21].C(=O)([O-])[O-].[K+].[K+].Cl. The catalyst class is: 92.